From a dataset of Forward reaction prediction with 1.9M reactions from USPTO patents (1976-2016). Predict the product of the given reaction. (1) Given the reactants [CH2:1]1[C:9]2[C:4](=[CH:5][C:6]([NH:10][C:11]3[CH:19]=[CH:18][CH:17]=[C:13]([C:14](O)=[O:15])[C:12]=3[C:20]([OH:22])=O)=[CH:7][CH:8]=2)[CH2:3][CH2:2]1.Br.[NH2:24][C@@:25]1([CH3:33])[CH2:30][CH2:29][C:28](=[O:31])[NH:27][C:26]1=[O:32], predict the reaction product. The product is: [CH2:1]1[C:9]2[C:4](=[CH:5][C:6]([NH:10][C:11]3[CH:19]=[CH:18][CH:17]=[C:13]4[C:12]=3[C:20](=[O:22])[N:24]([C@@:25]3([CH3:33])[CH2:30][CH2:29][C:28](=[O:31])[NH:27][C:26]3=[O:32])[C:14]4=[O:15])=[CH:7][CH:8]=2)[CH2:3][CH2:2]1. (2) Given the reactants [CH:1]([N:4]1[C:9](=[O:10])[CH:8]=[CH:7][C:6]([C:11]2[S:15][C:14]([NH:16][CH2:17][CH2:18][N:19]3[CH2:24][CH2:23][O:22][CH2:21][CH2:20]3)=[N:13][C:12]=2[C:25]2[CH:30]=[CH:29][CH:28]=[CH:27][CH:26]=2)=[N:5]1)([CH3:3])[CH3:2].[ClH:31], predict the reaction product. The product is: [ClH:31].[ClH:31].[CH:1]([N:4]1[C:9](=[O:10])[CH:8]=[CH:7][C:6]([C:11]2[S:15][C:14]([NH:16][CH2:17][CH2:18][N:19]3[CH2:20][CH2:21][O:22][CH2:23][CH2:24]3)=[N:13][C:12]=2[C:25]2[CH:30]=[CH:29][CH:28]=[CH:27][CH:26]=2)=[N:5]1)([CH3:3])[CH3:2]. (3) Given the reactants [F:1][C:2]1[CH:3]=[CH:4][CH:5]=[C:6]2[C:11]=1[N:10]=[C:9]([O:12][CH3:13])[CH:8]=[C:7]2[CH2:14][F:15].CC(N=NC(C#N)(C)C)(C#N)C.C1C(=O)N([Br:35])C(=O)C1, predict the reaction product. The product is: [Br:35][CH:14]([F:15])[C:7]1[C:6]2[C:11](=[C:2]([F:1])[CH:3]=[CH:4][CH:5]=2)[N:10]=[C:9]([O:12][CH3:13])[CH:8]=1. (4) Given the reactants [Cl:1][C:2]1[N:7]=[CH:6][C:5]([NH2:8])=[CH:4][CH:3]=1.[C:9](O[C:9]([O:11][C:12]([CH3:15])([CH3:14])[CH3:13])=[O:10])([O:11][C:12]([CH3:15])([CH3:14])[CH3:13])=[O:10], predict the reaction product. The product is: [C:12]([O:11][C:9](=[O:10])[NH:8][C:5]1[CH:6]=[N:7][C:2]([Cl:1])=[CH:3][CH:4]=1)([CH3:15])([CH3:14])[CH3:13]. (5) Given the reactants [C:1]([C:5]1[N:10]=[CH:9][C:8]([C:11]2[N:12]([C:32](Cl)=[O:33])[C:13]([C:25]3[CH:30]=[CH:29][C:28]([Cl:31])=[CH:27][CH:26]=3)([CH3:24])[C:14]([C:17]3[CH:22]=[CH:21][C:20]([Cl:23])=[CH:19][CH:18]=3)([CH3:16])[N:15]=2)=[C:7]([O:35][CH2:36][CH3:37])[CH:6]=1)([CH3:4])([CH3:3])[CH3:2].[NH:38]1[CH2:43][CH2:42][CH:41]([N:44]2[CH2:50][CH2:49][C:48](=[O:51])[NH:47][CH2:46][CH2:45]2)[CH2:40][CH2:39]1, predict the reaction product. The product is: [C:1]([C:5]1[N:10]=[CH:9][C:8]([C:11]2[N:12]([C:32]([N:38]3[CH2:39][CH2:40][CH:41]([N:44]4[CH2:50][CH2:49][C:48](=[O:51])[NH:47][CH2:46][CH2:45]4)[CH2:42][CH2:43]3)=[O:33])[C@@:13]([C:25]3[CH:26]=[CH:27][C:28]([Cl:31])=[CH:29][CH:30]=3)([CH3:24])[C@@:14]([C:17]3[CH:18]=[CH:19][C:20]([Cl:23])=[CH:21][CH:22]=3)([CH3:16])[N:15]=2)=[C:7]([O:35][CH2:36][CH3:37])[CH:6]=1)([CH3:2])([CH3:3])[CH3:4]. (6) Given the reactants [N:1]1[C:10]2[C:5](=[CH:6][C:7]([B:11]3[O:19]C(C)(C)C(C)(C)[O:12]3)=[CH:8][CH:9]=2)[N:4]=[CH:3][CH:2]=1.O.Cl.CCOC(C)=O, predict the reaction product. The product is: [N:1]1[C:10]2[C:5](=[CH:6][C:7]([B:11]([OH:19])[OH:12])=[CH:8][CH:9]=2)[N:4]=[CH:3][CH:2]=1. (7) Given the reactants [CH2:1]([OH:5])[CH2:2][CH2:3][CH3:4].[C:6](O)(=[O:9])[CH:7]=[CH2:8].S(=O)(=O)(O)O.C1C2NC3C(=CC=CC=3)SC=2C=CC=1, predict the reaction product. The product is: [C:6]([O:5][CH2:1][CH2:2][CH2:3][CH3:4])(=[O:9])[CH:7]=[CH2:8].